This data is from Full USPTO retrosynthesis dataset with 1.9M reactions from patents (1976-2016). The task is: Predict the reactants needed to synthesize the given product. The reactants are: [F:1][C:2]1[CH:7]=[CH:6][C:5]([C:8]2[CH:13]=[CH:12][C:11]([CH:14]([C:16]3[CH:21]=[CH:20][N:19]=[CH:18][CH:17]=3)O)=[CH:10][CH:9]=2)=[C:4]([O:22][CH3:23])[CH:3]=1.C(N(S(F)(F)[F:30])CC)C. Given the product [F:30][CH:14]([C:11]1[CH:12]=[CH:13][C:8]([C:5]2[CH:6]=[CH:7][C:2]([F:1])=[CH:3][C:4]=2[O:22][CH3:23])=[CH:9][CH:10]=1)[C:16]1[CH:21]=[CH:20][N:19]=[CH:18][CH:17]=1, predict the reactants needed to synthesize it.